Dataset: Peptide-MHC class I binding affinity with 185,985 pairs from IEDB/IMGT. Task: Regression. Given a peptide amino acid sequence and an MHC pseudo amino acid sequence, predict their binding affinity value. This is MHC class I binding data. (1) The peptide sequence is DQFSIPIRY. The MHC is HLA-B08:01 with pseudo-sequence HLA-B08:01. The binding affinity (normalized) is 0.0847. (2) The peptide sequence is YGLGSTPLY. The MHC is HLA-B08:01 with pseudo-sequence HLA-B08:01. The binding affinity (normalized) is 0.0847. (3) The peptide sequence is YVIRHVDGK. The MHC is HLA-A03:01 with pseudo-sequence HLA-A03:01. The binding affinity (normalized) is 0.327. (4) The peptide sequence is LCYALDLLY. The MHC is HLA-A26:01 with pseudo-sequence HLA-A26:01. The binding affinity (normalized) is 0.0922.